From a dataset of Full USPTO retrosynthesis dataset with 1.9M reactions from patents (1976-2016). Predict the reactants needed to synthesize the given product. Given the product [F:15][C@H:16]1[C@H:21]([O:22][C:2]2[CH:7]=[CH:6][C:5]([N+:8]([O-:10])=[O:9])=[CH:4][C:3]=2[C:11]([F:14])([F:13])[F:12])[CH2:20][CH2:19][N:18]([C:23]([O:25][C:26]([CH3:29])([CH3:28])[CH3:27])=[O:24])[CH2:17]1, predict the reactants needed to synthesize it. The reactants are: F[C:2]1[CH:7]=[CH:6][C:5]([N+:8]([O-:10])=[O:9])=[CH:4][C:3]=1[C:11]([F:14])([F:13])[F:12].[F:15][C@H:16]1[C@H:21]([OH:22])[CH2:20][CH2:19][N:18]([C:23]([O:25][C:26]([CH3:29])([CH3:28])[CH3:27])=[O:24])[CH2:17]1.CC([O-])(C)C.[K+].